Dataset: Catalyst prediction with 721,799 reactions and 888 catalyst types from USPTO. Task: Predict which catalyst facilitates the given reaction. (1) Reactant: [CH:1]1[C:9]2[C:8]3[CH2:10][CH2:11][CH2:12][CH2:13][CH2:14][CH2:15][C:7]=3[O:6][C:5]=2[CH:4]=[CH:3][C:2]=1[NH2:16].[C:17]([C:21]1[CH:29]=[CH:28][C:24]([C:25](Cl)=[O:26])=[CH:23][CH:22]=1)([CH3:20])([CH3:19])[CH3:18]. Product: [C:17]([C:21]1[CH:22]=[CH:23][C:24]([C:25]([NH:16][C:2]2[CH:3]=[CH:4][C:5]3[O:6][C:7]4[CH2:15][CH2:14][CH2:13][CH2:12][CH2:11][CH2:10][C:8]=4[C:9]=3[CH:1]=2)=[O:26])=[CH:28][CH:29]=1)([CH3:20])([CH3:18])[CH3:19]. The catalyst class is: 4. (2) Reactant: [Cl:1][C:2]1[CH:3]=[CH:4][C:5]([CH2:8][CH2:9][N:10]2[CH2:15][CH2:14][N:13]([C:16]3[CH:21]=[CH:20][C:19]4[C:22]5[CH2:23][N:24](C(OC(C)(C)C)=O)[CH2:25][CH2:26][CH2:27][C:28]=5[O:29][C:18]=4[CH:17]=3)[C:12](=[O:37])[CH2:11]2)=[N:6][CH:7]=1.Cl.CCOCC.C([O-])(O)=O.[Na+]. Product: [Cl:1][C:2]1[CH:3]=[CH:4][C:5]([CH2:8][CH2:9][N:10]2[CH2:15][CH2:14][N:13]([C:16]3[CH:21]=[CH:20][C:19]4[C:22]5[CH2:23][NH:24][CH2:25][CH2:26][CH2:27][C:28]=5[O:29][C:18]=4[CH:17]=3)[C:12](=[O:37])[CH2:11]2)=[N:6][CH:7]=1. The catalyst class is: 5. (3) Reactant: [S:1]1[CH:5]=[C:4]([C:6]([OH:8])=O)[N:3]=[CH:2]1.CN(C(ON1N=NC2C=CC=NC1=2)=[N+](C)C)C.F[P-](F)(F)(F)(F)F.CCN(C(C)C)C(C)C.[NH2:42][C:43]1[S:47][C:46]([C:48]2[S:49][C:50]([C:66]([O:68][CH3:69])=[O:67])=[C:51]([N:53]([C:57]([C@H:59]3[CH2:64][CH2:63][C@H:62]([CH3:65])[CH2:61][CH2:60]3)=[O:58])[CH:54]([CH3:56])[CH3:55])[CH:52]=2)=[CH:45][CH:44]=1. Product: [CH3:65][C@H:62]1[CH2:63][CH2:64][C@H:59]([C:57]([N:53]([CH:54]([CH3:56])[CH3:55])[C:51]2[CH:52]=[C:48]([C:46]3[S:47][C:43]([NH:42][C:6]([C:4]4[N:3]=[CH:2][S:1][CH:5]=4)=[O:8])=[CH:44][CH:45]=3)[S:49][C:50]=2[C:66]([O:68][CH3:69])=[O:67])=[O:58])[CH2:60][CH2:61]1. The catalyst class is: 3. (4) Reactant: [S:1]1[C:5]2[CH:6]=[CH:7][CH:8]=[CH:9][C:4]=2[CH:3]=[C:2]1[C:10]([NH:12][C@H:13]([C:18]([NH:20][CH2:21][CH2:22][CH:23]1[CH2:28][S:27][CH2:26][CH2:25][N:24]1C(OC(C)(C)C)=O)=[O:19])[CH2:14][CH:15]([CH3:17])[CH3:16])=[O:11].Cl. Product: [CH3:16][CH:15]([CH3:17])[CH2:14][C@H:13]([NH:12][C:10]([C:2]1[S:1][C:5]2[CH:6]=[CH:7][CH:8]=[CH:9][C:4]=2[CH:3]=1)=[O:11])[C:18]([NH:20][CH2:21][CH2:22][CH:23]1[CH2:28][S:27][CH2:26][CH2:25][NH:24]1)=[O:19]. The catalyst class is: 5. (5) Reactant: Cl[CH2:2][C:3]([C@@H:5]1[CH2:10][CH2:9][CH2:8][CH2:7][C@H:6]1[C:11]([O:13][CH3:14])=[O:12])=O.[F:15][C:16]1([F:25])[CH2:21][CH2:20][N:19]([C:22](=[S:24])[NH2:23])[CH2:18][CH2:17]1. Product: [F:25][C:16]1([F:15])[CH2:17][CH2:18][N:19]([C:22]2[S:24][CH:2]=[C:3]([C@@H:5]3[CH2:10][CH2:9][CH2:8][CH2:7][C@H:6]3[C:11]([O:13][CH3:14])=[O:12])[N:23]=2)[CH2:20][CH2:21]1. The catalyst class is: 12. (6) Reactant: [CH3:1][O:2][CH2:3][N:4]1[C:12]2[C:7](=[CH:8][CH:9]=[CH:10][C:11]=2[N+:13]([O-])=O)[CH:6]=[C:5]1[C:16]([O:18][CH2:19][CH3:20])=[O:17].C(O)C. Product: [NH2:13][C:11]1[CH:10]=[CH:9][CH:8]=[C:7]2[C:12]=1[N:4]([CH2:3][O:2][CH3:1])[C:5]([C:16]([O:18][CH2:19][CH3:20])=[O:17])=[CH:6]2. The catalyst class is: 481. (7) Reactant: C(N(CC)CC)C.[C:8]([O:11][CH2:12][CH2:13][C:14]1[CH:15]=[C:16]2[C:20](=[CH:21][CH:22]=1)[N:19](C(OC(C)(C)C)=O)[CH:18]=[C:17]2[CH:30]=[O:31])(=[O:10])[CH3:9].[CH:32](=[N:39][C:40]1[CH:41]=[N:42][CH:43]=[C:44]([O:46][CH3:47])[CH:45]=1)[C:33]1[CH:38]=[CH:37][CH:36]=[CH:35][CH:34]=1. Product: [C:8]([O:11][CH2:12][CH2:13][C:14]1[CH:15]=[C:16]2[C:20](=[CH:21][CH:22]=1)[NH:19][CH:18]=[C:17]2[C:30](=[O:31])[CH:32]([NH:39][C:40]1[CH:41]=[N:42][CH:43]=[C:44]([O:46][CH3:47])[CH:45]=1)[C:33]1[CH:34]=[CH:35][CH:36]=[CH:37][CH:38]=1)(=[O:10])[CH3:9]. The catalyst class is: 433. (8) Product: [F:38][C:36]1[CH:35]=[CH:34][C:33]([CH3:39])=[C:32]([CH:37]=1)[O:31][C:17]1[N:18]([C:25]2[CH:26]=[CH:27][CH:28]=[CH:29][CH:30]=2)[C:19]2[C:24]([C:16]=1[C:14]([N:11]1[CH2:10][CH2:9][NH:8][CH2:13][CH2:12]1)=[O:15])=[CH:23][CH:22]=[CH:21][CH:20]=2.[F:43][C:42]([F:45])([F:44])[C:40]([OH:46])=[O:41].[F:38][C:36]1[CH:35]=[CH:34][C:33]([CH3:39])=[C:32]([CH:37]=1)[O:31][C:17]1[N:18]([C:25]2[CH:26]=[CH:27][CH:28]=[CH:29][CH:30]=2)[C:19]2[C:24]([C:16]=1[C:14]([N:11]1[CH2:10][CH2:9][NH:8][CH2:13][CH2:12]1)=[O:15])=[CH:23][CH:22]=[CH:21][CH:20]=2. The catalyst class is: 2. Reactant: C(OC([N:8]1[CH2:13][CH2:12][N:11]([C:14]([C:16]2[C:24]3[C:19](=[CH:20][CH:21]=[CH:22][CH:23]=3)[N:18]([C:25]3[CH:30]=[CH:29][CH:28]=[CH:27][CH:26]=3)[C:17]=2[O:31][C:32]2[CH:37]=[C:36]([F:38])[CH:35]=[CH:34][C:33]=2[CH3:39])=[O:15])[CH2:10][CH2:9]1)=O)(C)(C)C.[C:40]([OH:46])([C:42]([F:45])([F:44])[F:43])=[O:41]. (9) The catalyst class is: 43. Reactant: [C:1]([O:5][C:6]([N:8]1[CH2:16][C:15]2[C:10](=[CH:11][CH:12]=[C:13]([NH:17][C:18]3[CH:23]=[CH:22][CH:21]=[CH:20][C:19]=3[N+:24]([O-])=O)[CH:14]=2)[CH2:9]1)=[O:7])([CH3:4])([CH3:3])[CH3:2]. Product: [NH2:24][C:19]1[CH:20]=[CH:21][CH:22]=[CH:23][C:18]=1[NH:17][C:13]1[CH:14]=[C:15]2[C:10](=[CH:11][CH:12]=1)[CH2:9][N:8]([C:6]([O:5][C:1]([CH3:4])([CH3:3])[CH3:2])=[O:7])[CH2:16]2. (10) The catalyst class is: 102. Reactant: Cl[C:2]1[CH:3]=[C:4]([C:9]([O:11][CH3:12])=[O:10])[CH:5]=[N:6][C:7]=1Cl.C([Sn](CCCC)(CCCC)[CH2:18][O:19][CH2:20][Sn](CCCC)(CCCC)CCCC)CCC.CC(C1C=C(C(C)C)C(C2C=CC=CC=2P(C2CCCCC2)C2CCCCC2)=C(C(C)C)C=1)C.[F-].[K+]. Product: [N:6]1[CH:5]=[C:4]([C:9]([O:11][CH3:12])=[O:10])[CH:3]=[C:2]2[CH2:18][O:19][CH2:20][C:7]=12.